Task: Regression. Given two drug SMILES strings and cell line genomic features, predict the synergy score measuring deviation from expected non-interaction effect.. Dataset: NCI-60 drug combinations with 297,098 pairs across 59 cell lines Drug 1: C1=CN(C=N1)CC(O)(P(=O)(O)O)P(=O)(O)O. Drug 2: C(CCl)NC(=O)N(CCCl)N=O. Cell line: MCF7. Synergy scores: CSS=1.35, Synergy_ZIP=-1.95, Synergy_Bliss=-4.26, Synergy_Loewe=2.25, Synergy_HSA=-2.29.